Predict which catalyst facilitates the given reaction. From a dataset of Catalyst prediction with 721,799 reactions and 888 catalyst types from USPTO. (1) Reactant: [CH3:1][N:2]1[C@@H:6]([CH3:7])[C@@H:5]([C:8]2[CH:13]=[CH:12][CH:11]=[CH:10][CH:9]=2)[N:4]([C:14](=[O:61])[C@@H:15]([CH2:46][CH2:47][C:48]([F:60])([F:59])[C:49]([F:58])([F:57])[C:50]([F:56])([F:55])[C:51]([F:54])([F:53])[F:52])[CH2:16][CH2:17][CH2:18][CH2:19][CH2:20][CH2:21]/[CH:22]=[CH:23]/[CH2:24][C@@H:25]2[CH2:42][C:41]3[CH:40]=[C:39]([O:43][CH3:44])[CH:38]=[CH:37][C:36]=3[C@@H:35]3[C@@H:26]2[C@H:27]2[C@@:31]([CH2:33][CH2:34]3)([CH3:32])[C@@H:30]([OH:45])[CH2:29][CH2:28]2)[C:3]1=[O:62].CN1[C@@H](C)[C@@H](C2C=CC=CC=2)N(C(=O)[C@@H](CCC(F)(F)C(F)(F)C(F)(F)C(F)(F)F)CCCCCC/C=C\C[C@@H]2CC3C=C(OC)C=CC=3[C@@H]3[C@@H]2[C@H]2[C@@](CC3)(C)[C@@H](O)CC2)C1=O. The catalyst class is: 586. Product: [CH3:1][N:2]1[C@@H:6]([CH3:7])[C@@H:5]([C:8]2[CH:9]=[CH:10][CH:11]=[CH:12][CH:13]=2)[N:4]([C:14](=[O:61])[C@@H:15]([CH2:46][CH2:47][C:48]([F:59])([F:60])[C:49]([F:58])([F:57])[C:50]([F:56])([F:55])[C:51]([F:54])([F:53])[F:52])[CH2:16][CH2:17][CH2:18][CH2:19][CH2:20][CH2:21][CH2:22][CH2:23][CH2:24][C@@H:25]2[CH2:42][C:41]3[CH:40]=[C:39]([O:43][CH3:44])[CH:38]=[CH:37][C:36]=3[C@@H:35]3[C@@H:26]2[C@H:27]2[C@@:31]([CH2:33][CH2:34]3)([CH3:32])[C@@H:30]([OH:45])[CH2:29][CH2:28]2)[C:3]1=[O:62]. (2) Reactant: [NH2:1][C:2]1[CH:21]=[CH:20][C:5]([C:6]([C:8]2[CH:17]=[C:16]3[C:11]([N:12]=[CH:13][C:14]([C:18]#[N:19])=[N:15]3)=[CH:10][CH:9]=2)=[O:7])=[C:4]([F:22])[CH:3]=1.[N:23]([C:26]1[CH:31]=[CH:30][CH:29]=[C:28]([C:32]([F:35])([F:34])[F:33])[CH:27]=1)=[C:24]=[O:25]. The catalyst class is: 17. Product: [C:18]([C:14]1[CH:13]=[N:12][C:11]2[C:16]([N:15]=1)=[CH:17][C:8]([C:6]([C:5]1[CH:20]=[CH:21][C:2]([NH:1][C:24]([NH:23][C:26]3[CH:31]=[CH:30][CH:29]=[C:28]([C:32]([F:33])([F:34])[F:35])[CH:27]=3)=[O:25])=[CH:3][C:4]=1[F:22])=[O:7])=[CH:9][CH:10]=2)#[N:19]. (3) Reactant: [Cl:1][C:2]1[CH:7]=[CH:6][C:5]([C@H:8]2[C@H:13]([OH:14])[C@@H:12]([OH:15])[C@H:11]([OH:16])[C@@H:10]([CH2:17][O:18][C:19]([C:32]3[CH:37]=[CH:36][CH:35]=[CH:34][CH:33]=3)([C:26]3[CH:31]=[CH:30][CH:29]=[CH:28][CH:27]=3)[C:20]3[CH:25]=[CH:24][CH:23]=[CH:22][CH:21]=3)[O:9]2)=[CH:4][C:3]=1[CH2:38][C:39]1[CH:44]=[CH:43][C:42]([O:45][CH2:46][CH3:47])=[CH:41][CH:40]=1.[H-].[Na+].[CH2:50](Br)[C:51]1[CH:56]=[CH:55][CH:54]=[CH:53][CH:52]=1. Product: [CH2:50]([O:14][C@@H:13]1[C@@H:12]([O:15][CH2:19][C:20]2[CH:25]=[CH:24][CH:23]=[CH:22][CH:21]=2)[C@H:11]([O:16][CH2:38][C:3]2[CH:4]=[CH:5][CH:6]=[CH:7][CH:2]=2)[C@@H:10]([CH2:17][O:18][C:19]([C:32]2[CH:33]=[CH:34][CH:35]=[CH:36][CH:37]=2)([C:20]2[CH:21]=[CH:22][CH:23]=[CH:24][CH:25]=2)[C:26]2[CH:31]=[CH:30][CH:29]=[CH:28][CH:27]=2)[O:9][C@H:8]1[C:5]1[CH:6]=[CH:7][C:2]([Cl:1])=[C:3]([CH2:38][C:39]2[CH:40]=[CH:41][C:42]([O:45][CH2:46][CH3:47])=[CH:43][CH:44]=2)[CH:4]=1)[C:51]1[CH:56]=[CH:55][CH:54]=[CH:53][CH:52]=1. The catalyst class is: 18. (4) Reactant: [N+:1]([C:4]1[CH:5]=[C:6]([C:10]2[CH:14]=[CH:13][NH:12][N:11]=2)[CH:7]=[CH:8][CH:9]=1)([O-])=O. Product: [NH:12]1[CH:13]=[CH:14][C:10]([C:6]2[CH:5]=[C:4]([NH2:1])[CH:9]=[CH:8][CH:7]=2)=[N:11]1. The catalyst class is: 19.